This data is from Catalyst prediction with 721,799 reactions and 888 catalyst types from USPTO. The task is: Predict which catalyst facilitates the given reaction. (1) Reactant: [CH3:1][O:2][C:3]1[CH:8]=[CH:7][C:6]([NH:9][C:10]2[CH:15]=[CH:14][CH:13]=[CH:12][C:11]=2[NH:16][C:17]([C:19]2([CH3:22])[CH2:21][CH2:20]2)=O)=[CH:5][CH:4]=1.Cl.O1CCOCC1.CO. Product: [CH3:1][O:2][C:3]1[CH:8]=[CH:7][C:6]([N:9]2[C:10]3[CH:15]=[CH:14][CH:13]=[CH:12][C:11]=3[N:16]=[C:17]2[C:19]2([CH3:22])[CH2:21][CH2:20]2)=[CH:5][CH:4]=1. The catalyst class is: 76. (2) Reactant: CN(C(ON1N=NC2C=CC=CC1=2)=[N+](C)C)C.[B-](F)(F)(F)F.CN1CCOCC1.Cl.[CH3:31][O:32][C:33]1[C:38]([CH3:39])=[CH:37][C:36]([CH:40]2[CH2:45][N:44]3[CH:46]=[C:47]([C:49]([OH:51])=O)[N:48]=[C:43]3[CH2:42][CH2:41]2)=[CH:35][C:34]=1[CH3:52].[C:53]1([CH:59]([N:66]2[CH2:71][CH2:70][NH:69][CH2:68][CH2:67]2)[C:60]2[CH:65]=[CH:64][CH:63]=[CH:62][CH:61]=2)[CH:58]=[CH:57][CH:56]=[CH:55][CH:54]=1. Product: [CH:59]([N:66]1[CH2:71][CH2:70][N:69]([C:49]([C:47]2[N:48]=[C:43]3[CH2:42][CH2:41][CH:40]([C:36]4[CH:37]=[C:38]([CH3:39])[C:33]([O:32][CH3:31])=[C:34]([CH3:52])[CH:35]=4)[CH2:45][N:44]3[CH:46]=2)=[O:51])[CH2:68][CH2:67]1)([C:60]1[CH:65]=[CH:64][CH:63]=[CH:62][CH:61]=1)[C:53]1[CH:58]=[CH:57][CH:56]=[CH:55][CH:54]=1. The catalyst class is: 3. (3) Reactant: [Cl:1][C:2]1[CH:10]=[CH:9][C:8]([C:11]2[N:12]([C:22]([O:24][C:25]([CH3:28])([CH3:27])[CH3:26])=[O:23])[C:13]3[C:18]([CH:19]=2)=[CH:17][C:16]([CH:20]=O)=[CH:15][CH:14]=3)=[C:7]2[C:3]=1[CH2:4][NH:5][C:6]2=[O:29].[NH2:30][CH:31]([CH3:34])[CH2:32][OH:33].C(O[BH-](OC(=O)C)OC(=O)C)(=O)C.[Na+]. Product: [Cl:1][C:2]1[CH:10]=[CH:9][C:8]([C:11]2[N:12]([C:22]([O:24][C:25]([CH3:27])([CH3:28])[CH3:26])=[O:23])[C:13]3[C:18]([CH:19]=2)=[CH:17][C:16]([CH2:20][NH:30][CH:31]([CH3:34])[CH2:32][OH:33])=[CH:15][CH:14]=3)=[C:7]2[C:3]=1[CH2:4][NH:5][C:6]2=[O:29]. The catalyst class is: 4.